From a dataset of Full USPTO retrosynthesis dataset with 1.9M reactions from patents (1976-2016). Predict the reactants needed to synthesize the given product. (1) Given the product [C:23]([C:21]1[C:20]2[N:25]=[CH:26][N:27]([CH3:28])[C:19]=2[CH:18]=[C:17]([C:14]2[CH:15]=[CH:16][C:11]([O:10][CH2:9][CH2:8][CH2:7][NH:6][S:2]([CH3:1])(=[O:4])=[O:3])=[C:12]([C:29]([F:32])([F:30])[F:31])[CH:13]=2)[N:22]=1)#[N:24], predict the reactants needed to synthesize it. The reactants are: [CH3:1][S:2](Cl)(=[O:4])=[O:3].[NH2:6][CH2:7][CH2:8][CH2:9][O:10][C:11]1[CH:16]=[CH:15][C:14]([C:17]2[N:22]=[C:21]([C:23]#[N:24])[C:20]3[N:25]=[CH:26][N:27]([CH3:28])[C:19]=3[CH:18]=2)=[CH:13][C:12]=1[C:29]([F:32])([F:31])[F:30].CCN(C(C)C)C(C)C. (2) The reactants are: [C:1]([O:5][C:6]([N:8]1[CH2:13][C@H:12]([N:14]([O:27][CH2:28][C:29]2[CH:34]=[CH:33][CH:32]=[CH:31][CH:30]=2)S(C2C=CC=CC=2[N+]([O-])=O)(=O)=O)[CH2:11][CH2:10][C@H:9]1[C:35]1[N:39]=[CH:38][O:37][N:36]=1)=[O:7])([CH3:4])([CH3:3])[CH3:2].SCC(O)=O.O[Li].O.CCOC(C)=O. Given the product [CH2:28]([O:27][NH:14][C@H:12]1[CH2:13][N:8]([C:6]([O:5][C:1]([CH3:4])([CH3:3])[CH3:2])=[O:7])[C@H:9]([C:35]2[N:39]=[CH:38][O:37][N:36]=2)[CH2:10][CH2:11]1)[C:29]1[CH:34]=[CH:33][CH:32]=[CH:31][CH:30]=1, predict the reactants needed to synthesize it. (3) Given the product [CH3:1][N:2]([CH:13]1[CH2:18][CH2:17][N:16]([CH3:19])[CH2:15][CH2:14]1)[C:3]1[O:4][C:5]2[CH:11]=[CH:10][C:9]([NH:12][C:27]([C:24]3[CH:23]=[N:22][C:21]([Cl:20])=[CH:26][N:25]=3)=[O:28])=[CH:8][C:6]=2[N:7]=1, predict the reactants needed to synthesize it. The reactants are: [CH3:1][N:2]([CH:13]1[CH2:18][CH2:17][N:16]([CH3:19])[CH2:15][CH2:14]1)[C:3]1[O:4][C:5]2[CH:11]=[CH:10][C:9]([NH2:12])=[CH:8][C:6]=2[N:7]=1.[Cl:20][C:21]1[N:22]=[CH:23][C:24]([C:27](O)=[O:28])=[N:25][CH:26]=1.CN(C(ON1N=NC2C=CC=NC1=2)=[N+](C)C)C.F[P-](F)(F)(F)(F)F.N. (4) Given the product [CH3:28][O:18][C:17](=[O:19])[CH2:16][C:14]1[N:15]=[C:11]([NH:10][C:8](=[O:9])[CH:7]([C:20]2[CH:25]=[CH:24][C:23]([Cl:26])=[C:22]([Cl:27])[CH:21]=2)[CH2:6][CH:1]2[CH2:5][CH2:4][CH2:3][CH2:2]2)[S:12][CH:13]=1, predict the reactants needed to synthesize it. The reactants are: [CH:1]1([CH2:6][CH:7]([C:20]2[CH:25]=[CH:24][C:23]([Cl:26])=[C:22]([Cl:27])[CH:21]=2)[C:8]([NH:10][C:11]2[S:12][CH:13]=[C:14]([CH2:16][C:17]([OH:19])=[O:18])[N:15]=2)=[O:9])[CH2:5][CH2:4][CH2:3][CH2:2]1.[CH3:28]O. (5) The reactants are: [Br:1][C:2]1[CH:7]=[CH:6][C:5]([CH2:8]Br)=[C:4]([CH2:10][CH3:11])[CH:3]=1.[NH:12]1[CH2:16][CH2:15][CH2:14][CH2:13]1. Given the product [Br:1][C:2]1[CH:7]=[CH:6][C:5]([CH2:8][N:12]2[CH2:16][CH2:15][CH2:14][CH2:13]2)=[C:4]([CH2:10][CH3:11])[CH:3]=1, predict the reactants needed to synthesize it. (6) Given the product [CH2:1]([N:4]1[C:5]2([CH2:6][CH2:7][CH:8]([O:11][CH3:12])[CH2:9][CH2:10]2)[C:13]([OH:14])=[C:23]([C:33]2[CH:10]=[C:5]([CH3:13])[CH:6]=[CH:35][C:34]=2[CH3:37])[C:22]1=[O:32])[CH:2]=[CH2:3], predict the reactants needed to synthesize it. The reactants are: [CH2:1]([N:4]([C:22](=[O:32])[CH2:23]C1C=C(C)C=CC=1C)[C:5]1([C:13](NC2C=CC=CC=2)=[O:14])[CH2:10][CH2:9][CH:8]([O:11][CH3:12])[CH2:7][CH2:6]1)[CH:2]=[CH2:3].[CH3:33][C:34]([CH3:37])([O-])[CH3:35].[K+].CN(C=O)C. (7) Given the product [C:8]1([CH3:14])[CH:13]=[CH:12][C:11]([C:12]2[CH:13]=[CH:8][CH:9]=[CH:10][C:2]=2[C:1]([NH2:7])=[O:5])=[CH:10][CH:9]=1, predict the reactants needed to synthesize it. The reactants are: [C:1](Cl)(=[O:5])[C:2](Cl)=O.[NH3:7].[C:8]1([CH3:14])[CH:13]=[CH:12][CH:11]=[CH:10][CH:9]=1.